From a dataset of Catalyst prediction with 721,799 reactions and 888 catalyst types from USPTO. Predict which catalyst facilitates the given reaction. (1) Reactant: [C:1]([O:9][C@@H:10]1[CH2:15][CH2:14][C@H:13]([N:16]2[CH2:20][CH2:19][C@:18]3([CH2:25][CH2:24][CH2:23][N:22](C(OCC4C=CC=CC=4)=O)[CH2:21]3)[C:17]2=[O:36])[CH2:12][CH2:11]1)(=[O:8])[C:2]1[CH:7]=[CH:6][CH:5]=[CH:4][CH:3]=1.CO. Product: [C:1]([O:9][C@H:10]1[CH2:15][CH2:14][C@@H:13]([N:16]2[CH2:20][CH2:19][C@:18]3([CH2:25][CH2:24][CH2:23][NH:22][CH2:21]3)[C:17]2=[O:36])[CH2:12][CH2:11]1)(=[O:8])[C:2]1[CH:3]=[CH:4][CH:5]=[CH:6][CH:7]=1. The catalyst class is: 45. (2) Reactant: [CH2:1]([O:3][C:4]([C:6]1[CH:7]=[C:8]2[C:13](=[CH:14][CH:15]=1)[NH:12][CH:11]([C:16]1[CH:17]=[N:18][CH:19]=[C:20]([Br:22])[CH:21]=1)[C:10]([CH3:24])([CH3:23])[CH:9]2O)=[O:5])[CH3:2].C([SiH](CC)CC)C. Product: [CH2:1]([O:3][C:4]([C:6]1[CH:7]=[C:8]2[C:13](=[CH:14][CH:15]=1)[NH:12][CH:11]([C:16]1[CH:17]=[N:18][CH:19]=[C:20]([Br:22])[CH:21]=1)[C:10]([CH3:23])([CH3:24])[CH2:9]2)=[O:5])[CH3:2]. The catalyst class is: 55. (3) Reactant: [CH2:1]([C@@:4]1([C:24]2[CH:29]=[CH:28][C:27]([F:30])=[CH:26][CH:25]=2)[O:9][C:8](=[O:10])[N:7]([C@H:11]2[CH2:16][CH2:15][CH2:14][N:13](C(OC(C)(C)C)=O)[CH2:12]2)[CH2:6][CH2:5]1)[CH:2]=[CH2:3]. Product: [CH2:1]([C@@:4]1([C:24]2[CH:29]=[CH:28][C:27]([F:30])=[CH:26][CH:25]=2)[O:9][C:8](=[O:10])[N:7]([C@H:11]2[CH2:16][CH2:15][CH2:14][NH:13][CH2:12]2)[CH2:6][CH2:5]1)[CH:2]=[CH2:3]. The catalyst class is: 137. (4) Reactant: [CH2:1]([N:3]1[C:7]2=[N:8][C:9]([CH2:37][CH3:38])=[C:10]([CH2:19][NH:20][C:21]([C:23]3[CH:24]=[C:25]([NH:29]C(=O)OC(C)(C)C)[CH:26]=[CH:27][CH:28]=3)=[O:22])[C:11]([NH:12][CH:13]3[CH2:18][CH2:17][O:16][CH2:15][CH2:14]3)=[C:6]2[CH:5]=[N:4]1)[CH3:2].Cl. Product: [NH2:29][C:25]1[CH:24]=[C:23]([CH:28]=[CH:27][CH:26]=1)[C:21]([NH:20][CH2:19][C:10]1[C:11]([NH:12][CH:13]2[CH2:18][CH2:17][O:16][CH2:15][CH2:14]2)=[C:6]2[CH:5]=[N:4][N:3]([CH2:1][CH3:2])[C:7]2=[N:8][C:9]=1[CH2:37][CH3:38])=[O:22]. The catalyst class is: 71. (5) Reactant: [CH3:1][O:2][C:3]1[CH:8]=[C:7]([N:9]2[CH:13]=[CH:12][CH:11]=[N:10]2)[CH:6]=[CH:5][C:4]=1[C:14]1[S:18][C:17]([C:19]2[CH2:24][CH2:23][N:22](C(OC(C)(C)C)=O)[CH2:21][CH:20]=2)=[N:16][N:15]=1.Cl. Product: [CH3:1][O:2][C:3]1[CH:8]=[C:7]([N:9]2[CH:13]=[CH:12][CH:11]=[N:10]2)[CH:6]=[CH:5][C:4]=1[C:14]1[S:18][C:17]([C:19]2[CH2:24][CH2:23][NH:22][CH2:21][CH:20]=2)=[N:16][N:15]=1. The catalyst class is: 169.